This data is from Catalyst prediction with 721,799 reactions and 888 catalyst types from USPTO. The task is: Predict which catalyst facilitates the given reaction. (1) Reactant: [CH:1]([C:4]1[CH:8]=[C:7]([NH:9][C:10](=O)[O:11]C2C=CC=CC=2)[N:6]([CH3:19])[N:5]=1)([CH3:3])[CH3:2].[NH2:20][C:21]1[C:30]2[C:25](=[CH:26][CH:27]=[CH:28][CH:29]=2)[C:24]([O:31][C:32]2[CH:37]=[CH:36][N:35]=[C:34]([NH:38][C:39]3[CH:40]=[C:41]([CH:55]=[C:56]([C:58]#[CH:59])[CH:57]=3)[C:42]([NH:44][CH2:45][CH2:46][O:47][CH2:48][CH2:49][O:50][CH2:51][CH2:52][O:53][CH3:54])=[O:43])[N:33]=2)=[CH:23][CH:22]=1. Product: [C:58]([C:56]1[CH:55]=[C:41]([CH:40]=[C:39]([NH:38][C:34]2[N:33]=[C:32]([O:31][C:24]3[C:25]4[C:30](=[CH:29][CH:28]=[CH:27][CH:26]=4)[C:21]([NH:20][C:10]([NH:9][C:7]4[N:6]([CH3:19])[N:5]=[C:4]([CH:1]([CH3:3])[CH3:2])[CH:8]=4)=[O:11])=[CH:22][CH:23]=3)[CH:37]=[CH:36][N:35]=2)[CH:57]=1)[C:42]([NH:44][CH2:45][CH2:46][O:47][CH2:48][CH2:49][O:50][CH2:51][CH2:52][O:53][CH3:54])=[O:43])#[CH:59]. The catalyst class is: 1. (2) Reactant: [CH2:1]([C:5]1[O:6][C:7]2[CH:26]=[CH:25][C:24]([N+:27]([O-])=O)=[CH:23][C:8]=2[C:9]=1[C:10]([C:12]1[CH:22]=[CH:21][C:15]([O:16][CH2:17][CH2:18][CH2:19][OH:20])=[CH:14][CH:13]=1)=[O:11])[CH2:2][CH2:3][CH3:4]. Product: [NH2:27][C:24]1[CH:25]=[CH:26][C:7]2[O:6][C:5]([CH2:1][CH2:2][CH2:3][CH3:4])=[C:9]([C:10]([C:12]3[CH:13]=[CH:14][C:15]([O:16][CH2:17][CH2:18][CH2:19][OH:20])=[CH:21][CH:22]=3)=[O:11])[C:8]=2[CH:23]=1. The catalyst class is: 19. (3) Reactant: [CH2:1]([NH:8][C:9]([CH2:20][CH2:21][CH:22]=[CH2:23])([C:15](OCC)=[O:16])[C:10](OCC)=[O:11])[C:2]1[CH:7]=[CH:6][CH:5]=[CH:4][CH:3]=1.[H-].[H-].[H-].[H-].[Li+].[Al+3].S([O-])([O-])(=O)=O.[Na+].[Na+].O. Product: [CH2:1]([NH:8][C:9]([CH2:20][CH2:21][CH:22]=[CH2:23])([CH2:10][OH:11])[CH2:15][OH:16])[C:2]1[CH:7]=[CH:6][CH:5]=[CH:4][CH:3]=1. The catalyst class is: 116.